From a dataset of Full USPTO retrosynthesis dataset with 1.9M reactions from patents (1976-2016). Predict the reactants needed to synthesize the given product. Given the product [CH2:5]([C@:8]1([CH2:22][O:23][CH3:24])[CH2:12][N:11]([C@@H:13]([C:15]2[CH:16]=[CH:17][CH:18]=[CH:19][CH:20]=2)[CH3:14])[C:10](=[O:21])[CH2:9]1)[CH:6]=[CH2:7], predict the reactants needed to synthesize it. The reactants are: CI.[H-].[Na+].[CH2:5]([C@:8]1([CH2:22][OH:23])[CH2:12][N:11]([C@@H:13]([C:15]2[CH:20]=[CH:19][CH:18]=[CH:17][CH:16]=2)[CH3:14])[C:10](=[O:21])[CH2:9]1)[CH:6]=[CH2:7].[CH3:24]N(C)C=O.